Dataset: In vitro SARS-CoV-2 activity screen of 1,480 approved drugs from Prestwick library. Task: Binary Classification. Given a drug SMILES string, predict its activity (active/inactive) in a high-throughput screening assay against a specified biological target. (1) The compound is Cl.N=c1ccn2c(n1)O[C@H]1[C@H](O)[C@@H](CO)O[C@H]12. The result is 0 (inactive). (2) The molecule is O=C(CCCCCCC(=O)Nc1ccccc1)NO. The result is 0 (inactive). (3) The drug is CC(C(=O)O)c1ccc2c(c1)CC(=O)c1ccccc1S2. The result is 0 (inactive). (4) The compound is Cc1ccc(C)c(OCCCC(C)(C)C(=O)O)c1. The result is 0 (inactive). (5) The drug is Nc1nc2c(ncn2COC(CO)CO)c(=O)[nH]1. The result is 0 (inactive).